Task: Predict the product of the given reaction.. Dataset: Forward reaction prediction with 1.9M reactions from USPTO patents (1976-2016) (1) Given the reactants C([O:3][C:4](=[O:44])[CH:5]([C:10]1[CH:11]=[C:12]([C:34]2[CH:39]=[CH:38][C:37]([C:40]([F:43])([F:42])[F:41])=[CH:36][CH:35]=2)[CH:13]=[C:14]([CH:16]2[CH2:21][CH2:20][CH2:19][N:18]([CH2:22][C:23]3[CH:28]=[CH:27][C:26]([N:29]4[CH:33]=[CH:32][CH:31]=[CH:30]4)=[CH:25][CH:24]=3)[CH2:17]2)[CH:15]=1)[CH2:6][CH:7]([CH3:9])[CH3:8])C.[OH-].[K+], predict the reaction product. The product is: [CH3:8][CH:7]([CH3:9])[CH2:6][CH:5]([C:10]1[CH:11]=[C:12]([C:34]2[CH:39]=[CH:38][C:37]([C:40]([F:43])([F:41])[F:42])=[CH:36][CH:35]=2)[CH:13]=[C:14]([CH:16]2[CH2:21][CH2:20][CH2:19][N:18]([CH2:22][C:23]3[CH:28]=[CH:27][C:26]([N:29]4[CH:33]=[CH:32][CH:31]=[CH:30]4)=[CH:25][CH:24]=3)[CH2:17]2)[CH:15]=1)[C:4]([OH:44])=[O:3]. (2) Given the reactants C(N(CC)CC)C.Cl.[N:9]1([CH2:14][C:15]2[CH:16]=[C:17]([CH:33]=[C:34]([Cl:36])[CH:35]=2)/[CH:18]=[CH:19]/[C:20]2[CH:25]=[CH:24][C:23]([N:26]3[CH2:31][CH2:30][CH:29]([NH2:32])[CH2:28][CH2:27]3)=[CH:22][CH:21]=2)[CH:13]=[CH:12][N:11]=[CH:10]1.[N:37]([CH2:40][C:41]([O:43][CH2:44][CH3:45])=[O:42])=[C:38]=[O:39], predict the reaction product. The product is: [N:9]1([CH2:14][C:15]2[CH:16]=[C:17]([CH:33]=[C:34]([Cl:36])[CH:35]=2)/[CH:18]=[CH:19]/[C:20]2[CH:25]=[CH:24][C:23]([N:26]3[CH2:27][CH2:28][CH:29]([NH:32][C:38](=[O:39])[NH:37][CH2:40][C:41]([O:43][CH2:44][CH3:45])=[O:42])[CH2:30][CH2:31]3)=[CH:22][CH:21]=2)[CH:13]=[CH:12][N:11]=[CH:10]1. (3) The product is: [Br:11][C:7]1[C:6]([O:12][CH3:13])=[C:5]([CH2:4][CH2:3][OH:2])[CH:10]=[CH:9][CH:8]=1. Given the reactants C[O:2][C:3](=O)[CH2:4][C:5]1[CH:10]=[CH:9][CH:8]=[C:7]([Br:11])[C:6]=1[O:12][CH3:13].[Li+].[BH4-].CCOC(C)=O, predict the reaction product. (4) Given the reactants [Cl:1][C@H:2]1[C@H:6]([CH2:7]/[CH:8]=[CH:9]\[CH2:10][CH2:11][CH2:12][C:13]([O:15]CC=C)=[O:14])[C@@H:5](/[CH:19]=[CH:20]/[C@@H:21]([OH:28])[CH2:22][CH2:23][CH2:24][C@H:25]([OH:27])[CH3:26])[C@H:4]([OH:29])[CH2:3]1.[OH-].[Li+].CO.Cl, predict the reaction product. The product is: [Cl:1][C@H:2]1[C@H:6]([CH2:7]/[CH:8]=[CH:9]\[CH2:10][CH2:11][CH2:12][C:13]([OH:15])=[O:14])[C@@H:5](/[CH:19]=[CH:20]/[C@@H:21]([OH:28])[CH2:22][CH2:23][CH2:24][C@H:25]([OH:27])[CH3:26])[C@H:4]([OH:29])[CH2:3]1. (5) Given the reactants [N:1]1[N:2]([C:6]2[CH:11]=[CH:10][CH:9]=[CH:8][C:7]=2[C:12]([N:14]2[CH2:19][CH2:18][CH2:17][C@@H:16]([CH3:20])[C@H:15]2[CH2:21][NH2:22])=[O:13])[N:3]=[CH:4][CH:5]=1.F[C:24]1[CH:29]=[CH:28][C:27]([C:30]([F:33])([F:32])[F:31])=[CH:26][N:25]=1, predict the reaction product. The product is: [N:1]1[N:2]([C:6]2[CH:11]=[CH:10][CH:9]=[CH:8][C:7]=2[C:12]([N:14]2[CH2:19][CH2:18][CH2:17][C@@H:16]([CH3:20])[C@H:15]2[CH2:21][NH:22][C:24]2[CH:29]=[CH:28][C:27]([C:30]([F:33])([F:32])[F:31])=[CH:26][N:25]=2)=[O:13])[N:3]=[CH:4][CH:5]=1. (6) Given the reactants [CH:1]([C:3]1[CH:8]=[CH:7][CH:6]=[CH:5][C:4]=1[CH2:9][N:10]1[CH2:15][CH2:14][N:13]([C:16]2[C:21]([C:22]([O:24][CH:25]([CH3:27])[CH3:26])=[O:23])=[CH:20][CH:19]=[CH:18][N:17]=2)[CH2:12][CH2:11]1)=O.[Cl:28][C:29]1[CH:34]=[CH:33][CH:32]=[C:31]([F:35])[C:30]=1[CH2:36][NH:37][CH2:38][CH3:39].C(O)(=O)C.C(O[BH-](OC(=O)C)OC(=O)C)(=O)C.[Na+], predict the reaction product. The product is: [Cl:28][C:29]1[CH:34]=[CH:33][CH:32]=[C:31]([F:35])[C:30]=1[CH2:36][N:37]([CH2:1][C:3]1[CH:8]=[CH:7][CH:6]=[CH:5][C:4]=1[CH2:9][N:10]1[CH2:15][CH2:14][N:13]([C:16]2[C:21]([C:22]([O:24][CH:25]([CH3:27])[CH3:26])=[O:23])=[CH:20][CH:19]=[CH:18][N:17]=2)[CH2:12][CH2:11]1)[CH2:38][CH3:39]. (7) Given the reactants Br[C:2]1[CH:7]=[CH:6][C:5]([CH2:8][C:9]([O:11][C:12]([CH3:15])([CH3:14])[CH3:13])=[O:10])=[C:4]([F:16])[CH:3]=1.[N:17]1[CH:22]=[CH:21][C:20]([C:23]2[CH:28]=[CH:27][N:26]3[CH:29]=[CH:30][N:31]=[C:25]3[CH:24]=2)=[CH:19][CH:18]=1, predict the reaction product. The product is: [C:12]([O:11][C:9](=[O:10])[CH2:8][C:5]1[CH:6]=[CH:7][C:2]([C:29]2[N:26]3[CH:27]=[CH:28][C:23]([C:20]4[CH:21]=[CH:22][N:17]=[CH:18][CH:19]=4)=[CH:24][C:25]3=[N:31][CH:30]=2)=[CH:3][C:4]=1[F:16])([CH3:15])([CH3:14])[CH3:13].